This data is from Full USPTO retrosynthesis dataset with 1.9M reactions from patents (1976-2016). The task is: Predict the reactants needed to synthesize the given product. (1) Given the product [F:1][C:2]1[CH:7]=[CH:6][CH:5]=[CH:4][C:3]=1[CH:8]1[C:17]2[C:12](=[CH:13][C:14]([O:18][CH2:19][CH2:20][CH2:21][N:22]3[CH2:23][CH2:24][CH2:25][CH2:26][CH2:27]3)=[N:15][CH:16]=2)[CH2:11][N:10]([CH3:28])[CH2:9]1, predict the reactants needed to synthesize it. The reactants are: [F:1][C:2]1[CH:7]=[CH:6][CH:5]=[CH:4][C:3]=1[CH:8]1[C:17]2[C:12](=[CH:13][C:14]([O:18][CH2:19][CH2:20][CH2:21][N:22]3[CH2:27][CH2:26][CH2:25][CH2:24][CH2:23]3)=[N:15][CH:16]=2)[CH2:11][NH:10][CH2:9]1.[CH2:28]=O.[BH4-].[Na+]. (2) Given the product [Br:12][C:6]1[C:5]([CH3:9])=[N:4][C:3]([O:2][CH3:1])=[CH:8][CH:7]=1, predict the reactants needed to synthesize it. The reactants are: [CH3:1][O:2][C:3]1[CH:8]=[CH:7][CH:6]=[C:5]([CH3:9])[N:4]=1.[OH-].[K+].[Br:12]Br. (3) Given the product [CH2:19]([O:18][C:16]([N:15]([CH2:14][C:13]([O:12][CH3:11])=[O:26])[C:27](=[O:41])/[CH:28]=[CH:29]/[CH2:30][CH2:31][CH2:32][CH2:33][CH2:34][CH2:35][CH2:36][CH2:37][CH2:38][CH2:39][CH3:40])=[O:17])[C:20]1[CH:25]=[CH:24][CH:23]=[CH:22][CH:21]=1, predict the reactants needed to synthesize it. The reactants are: C[Si]([N-][Si](C)(C)C)(C)C.[Li+].[CH3:11][O:12][C:13](=[O:26])[CH2:14][NH:15][C:16]([O:18][CH2:19][C:20]1[CH:25]=[CH:24][CH:23]=[CH:22][CH:21]=1)=[O:17].[C:27](Cl)(=[O:41])/[CH:28]=[CH:29]/[CH2:30][CH2:31][CH2:32][CH2:33][CH2:34][CH2:35][CH2:36][CH2:37][CH2:38][CH2:39][CH3:40]. (4) Given the product [C:9]([C:8]1[CH:11]=[C:4]([N+:1]([O-:3])=[O:2])[CH:5]=[CH:6][C:7]=1[N:12]=[CH:13][N:14]([CH3:17])[CH3:15])#[N:10], predict the reactants needed to synthesize it. The reactants are: [N+:1]([C:4]1[CH:11]=[C:8]([C:9]#[N:10])[C:7]([NH2:12])=[CH:6][CH:5]=1)([O-:3])=[O:2].[CH3:13][N:14]([CH3:17])[CH:15]=O. (5) Given the product [F:26][C:14]1[CH:13]=[C:12]([N:7]2[C:8](=[O:11])[C:9]3[S:10][C:2]([N:27]4[CH2:31][CH2:30][CH2:29][C:28]4=[O:32])=[CH:3][C:4]=3[N:5]=[CH:6]2)[CH:17]=[CH:16][C:15]=1[O:18][CH2:19][CH2:20][N:21]1[CH2:25][CH2:24][CH2:23][CH2:22]1, predict the reactants needed to synthesize it. The reactants are: Br[C:2]1[S:10][C:9]2[C:8](=[O:11])[N:7]([C:12]3[CH:17]=[CH:16][C:15]([O:18][CH2:19][CH2:20][N:21]4[CH2:25][CH2:24][CH2:23][CH2:22]4)=[C:14]([F:26])[CH:13]=3)[CH:6]=[N:5][C:4]=2[CH:3]=1.[NH:27]1[CH2:31][CH2:30][CH2:29][C:28]1=[O:32].